This data is from Catalyst prediction with 721,799 reactions and 888 catalyst types from USPTO. The task is: Predict which catalyst facilitates the given reaction. (1) Reactant: [CH3:1][O:2][C:3]1[CH:14]=[CH:13][C:6]([CH2:7][NH:8][C:9](=[O:12])[CH:10]=[CH2:11])=[CH:5][CH:4]=1.Br[C:16]1[CH:17]=[C:18]2[C:22](=[CH:23][CH:24]=1)[NH:21][CH:20]=[C:19]2[CH2:25][CH2:26][N:27]([CH3:29])[CH3:28].CCN(CC)CC.C(OCC)(=O)C. Product: [CH3:29][N:27]([CH3:28])[CH2:26][CH2:25][C:19]1[C:18]2[C:22](=[CH:23][CH:24]=[C:16](/[CH:11]=[CH:10]/[C:9]([NH:8][CH2:7][C:6]3[CH:5]=[CH:4][C:3]([O:2][CH3:1])=[CH:14][CH:13]=3)=[O:12])[CH:17]=2)[NH:21][CH:20]=1. The catalyst class is: 416. (2) Reactant: [CH3:1][C:2]1[C:11]2[C:6](=[CH:7][C:8]([O:12][CH2:13][O:14][CH2:15][CH2:16][Si:17]([CH3:20])([CH3:19])[CH3:18])=[CH:9][CH:10]=2)[O:5][C:4](=[O:21])[C:3]=1[CH2:22][O:23][CH2:24][CH2:25][Si:26]([CH3:29])([CH3:28])[CH3:27].CC(C[AlH]CC(C)C)C. Product: [CH3:1][C:2]1[C:11]2[C:6](=[CH:7][C:8]([O:12][CH2:13][O:14][CH2:15][CH2:16][Si:17]([CH3:18])([CH3:19])[CH3:20])=[CH:9][CH:10]=2)[O:5][CH:4]([OH:21])[C:3]=1[CH2:22][O:23][CH2:24][CH2:25][Si:26]([CH3:27])([CH3:29])[CH3:28]. The catalyst class is: 11. (3) Reactant: [CH3:1][NH:2][CH2:3][CH2:4][OH:5].[CH3:18][C:17]([O:16][C:14](O[C:14]([O:16][C:17]([CH3:20])([CH3:19])[CH3:18])=[O:15])=[O:15])([CH3:20])[CH3:19]. Product: [OH:5][CH2:4][CH2:3][N:2]([CH3:1])[C:14](=[O:15])[O:16][C:17]([CH3:18])([CH3:19])[CH3:20]. The catalyst class is: 1. (4) Reactant: [CH2:1]1[NH:6][CH2:5][CH2:4][N:3]2[CH2:7][CH2:8][C@H:9]([OH:10])[CH:2]12.[F:11][C:12]([F:46])([F:45])[C:13]1[CH:14]=[C:15]([C:23]([CH3:44])([CH3:43])[C:24]([N:26]([C:28]2[CH:29]=[N:30][C:31](Cl)=[CH:32][C:33]=2[C:34]2[CH:39]=[CH:38][C:37]([F:40])=[CH:36][C:35]=2[CH3:41])[CH3:27])=[O:25])[CH:16]=[C:17]([C:19]([F:22])([F:21])[F:20])[CH:18]=1.C(=O)([O-])[O-].[K+].[K+]. Product: [F:22][C:19]([F:20])([F:21])[C:17]1[CH:16]=[C:15]([C:23]([CH3:44])([CH3:43])[C:24]([N:26]([C:28]2[CH:29]=[N:30][C:31]([N:6]3[CH2:5][CH2:4][N:3]4[CH2:7][CH2:8][C@H:9]([OH:10])[CH:2]4[CH2:1]3)=[CH:32][C:33]=2[C:34]2[CH:39]=[CH:38][C:37]([F:40])=[CH:36][C:35]=2[CH3:41])[CH3:27])=[O:25])[CH:14]=[C:13]([C:12]([F:46])([F:11])[F:45])[CH:18]=1. The catalyst class is: 58. (5) Reactant: [CH2:1]([O:3][C:4]1[CH:9]=[CH:8][C:7]([N+:10]([O-])=O)=[CH:6][C:5]=1[O:13][CH3:14])[CH3:2].CCO. Product: [CH2:1]([O:3][C:4]1[CH:9]=[CH:8][C:7]([NH2:10])=[CH:6][C:5]=1[O:13][CH3:14])[CH3:2]. The catalyst class is: 350. (6) Reactant: Br[C:2]1[CH:7]=[CH:6][CH:5]=[C:4]([F:8])[C:3]=1[F:9].C([Li])CCC.[CH2:15]([N:22]1[CH2:26][CH2:25][C:24](=[O:27])[CH2:23]1)[C:16]1[CH:21]=[CH:20][CH:19]=[CH:18][CH:17]=1.[Cl-].[NH4+]. Product: [CH2:15]([N:22]1[CH2:26][CH2:25][C:24]([C:2]2[CH:7]=[CH:6][CH:5]=[C:4]([F:8])[C:3]=2[F:9])([OH:27])[CH2:23]1)[C:16]1[CH:17]=[CH:18][CH:19]=[CH:20][CH:21]=1. The catalyst class is: 27. (7) Reactant: [H-].[Na+].C(OP([CH2:11][C:12]([O:14][CH3:15])=[O:13])(=O)OCC)C.[CH2:16]([N:23]1[CH:27]=[CH:26][CH:25]=[C:24]1[CH:28]=O)[C:17]1[CH:22]=[CH:21][CH:20]=[CH:19][CH:18]=1. Product: [CH2:16]([N:23]1[CH:27]=[CH:26][CH:25]=[C:24]1[CH:28]=[CH:11][C:12]([O:14][CH3:15])=[O:13])[C:17]1[CH:22]=[CH:21][CH:20]=[CH:19][CH:18]=1. The catalyst class is: 3. (8) Product: [Br:1][C:2]1[CH:3]=[C:4]2[C:9](=[CH:10][CH:11]=1)[C:8]([N+:12]([O-:14])=[O:13])=[C:7]([NH2:18])[CH:6]=[CH:5]2. Reactant: [Br:1][C:2]1[CH:3]=[C:4]2[C:9](=[CH:10][CH:11]=1)[C:8]([N+:12]([O-:14])=[O:13])=[C:7](OC)[CH:6]=[CH:5]2.C[N:18](C)C=O.N.O. The catalyst class is: 5.